Dataset: Forward reaction prediction with 1.9M reactions from USPTO patents (1976-2016). Task: Predict the product of the given reaction. (1) Given the reactants [CH3:1][C:2]1([CH3:22])[O:6][C@H:5]2[C@H:7]([N:12]3[C:16]4[N:17]=[CH:18][N:19]=[C:20]([CH3:21])[C:15]=4[CH:14]=[CH:13]3)[O:8][C@@H:9]([CH:10]=[O:11])[C@H:4]2[O:3]1.[C:23]([Mg]Br)#[CH:24].C(=O)=O.CC(C)=O, predict the reaction product. The product is: [CH3:1][C:2]1([CH3:22])[O:6][C@H:5]2[C@H:7]([N:12]3[C:16]4[N:17]=[CH:18][N:19]=[C:20]([CH3:21])[C:15]=4[CH:14]=[CH:13]3)[O:8][C@@H:9]([CH:10]([OH:11])[C:23]#[CH:24])[C@H:4]2[O:3]1. (2) Given the reactants [CH2:1]([O:3][C:4](=[O:15])[CH2:5][NH:6][C:7]1[CH:12]=[CH:11][C:10]([OH:13])=[C:9]([F:14])[CH:8]=1)[CH3:2].[C:16](Cl)(=[O:18])[CH3:17].C(=O)([O-])[O-].[Na+].[Na+].Cl, predict the reaction product. The product is: [CH2:1]([O:3][C:4](=[O:15])[CH2:5][N:6]([C:16](=[O:18])[CH3:17])[C:7]1[CH:12]=[CH:11][C:10]([OH:13])=[C:9]([F:14])[CH:8]=1)[CH3:2]. (3) Given the reactants [CH3:13][C:12]([O:11][C:9](O[C:9]([O:11][C:12]([CH3:15])([CH3:14])[CH3:13])=[O:10])=[O:10])([CH3:15])[CH3:14].[Br:16][C:17]1[CH:18]=[C:19]2[C:23](=[C:24]([C:26]([O:28][CH3:29])=[O:27])[CH:25]=1)[NH:22][CH:21]=[C:20]2[CH:30]1[CH2:34][CH2:33][S:32][CH2:31]1, predict the reaction product. The product is: [Br:16][C:17]1[CH:18]=[C:19]2[C:23](=[C:24]([C:26]([O:28][CH3:29])=[O:27])[CH:25]=1)[N:22]([C:9]([O:11][C:12]([CH3:13])([CH3:14])[CH3:15])=[O:10])[CH:21]=[C:20]2[CH:30]1[CH2:34][CH2:33][S:32][CH2:31]1. (4) Given the reactants [CH3:1][C:2]1[CH:3]=[C:4]([CH:7]=[CH:8][CH:9]=1)[CH2:5][Br:6].[CH3:10][N:11]([CH3:13])[CH3:12].CO, predict the reaction product. The product is: [Br-:6].[CH3:1][C:2]1[CH:3]=[C:4]([CH:7]=[CH:8][CH:9]=1)[CH2:5][N+:11]([CH3:13])([CH3:12])[CH3:10]. (5) Given the reactants [C:1]1([CH:7]2[C:16]3[O:15][C:14](=O)[NH:13][C:12](=[O:18])[C:11]=3[CH2:10][O:9][CH2:8]2)[CH:6]=[CH:5][CH:4]=[CH:3][CH:2]=1.[OH-].[NH4+:20], predict the reaction product. The product is: [C:1]1([CH:7]2[C:16]3[NH:20][C:14](=[O:15])[NH:13][C:12](=[O:18])[C:11]=3[CH2:10][O:9][CH2:8]2)[CH:6]=[CH:5][CH:4]=[CH:3][CH:2]=1.